From a dataset of Peptide-MHC class I binding affinity with 185,985 pairs from IEDB/IMGT. Regression. Given a peptide amino acid sequence and an MHC pseudo amino acid sequence, predict their binding affinity value. This is MHC class I binding data. (1) The peptide sequence is IYVLVMLVL. The MHC is HLA-B54:01 with pseudo-sequence HLA-B54:01. The binding affinity (normalized) is 0.0275. (2) The peptide sequence is IPRRIRQGL. The MHC is HLA-A23:01 with pseudo-sequence HLA-A23:01. The binding affinity (normalized) is 0.00896. (3) The peptide sequence is LNKYYNLTMK. The MHC is Mamu-B8301 with pseudo-sequence Mamu-B8301. The binding affinity (normalized) is 0.529. (4) The peptide sequence is TPKQKRKMA. The MHC is HLA-B51:01 with pseudo-sequence HLA-B51:01. The binding affinity (normalized) is 0. (5) The peptide sequence is WFNYLFGGF. The MHC is HLA-A02:01 with pseudo-sequence HLA-A02:01. The binding affinity (normalized) is 0.